Dataset: Full USPTO retrosynthesis dataset with 1.9M reactions from patents (1976-2016). Task: Predict the reactants needed to synthesize the given product. (1) Given the product [F:1][C:2]1[CH:14]=[C:13]([F:15])[CH:12]=[CH:11][C:3]=1[O:4][C:5]([CH3:10])([CH3:9])[C:6]([NH2:18])=[O:7], predict the reactants needed to synthesize it. The reactants are: [F:1][C:2]1[CH:14]=[C:13]([F:15])[CH:12]=[CH:11][C:3]=1[O:4][C:5]([CH3:10])([CH3:9])[C:6](O)=[O:7].CC[N:18]=C=NCCCN(C)C.Cl.[OH-].[NH4+]. (2) Given the product [Cl:1][C:2]1[CH:7]=[CH:6][C:5]([CH:8]2[C:9](=[O:10])[N:17]([CH3:16])[N:18]=[C:13]2[CH3:14])=[CH:4][CH:3]=1, predict the reactants needed to synthesize it. The reactants are: [Cl:1][C:2]1[CH:7]=[CH:6][C:5]([CH:8]([C:13](=O)[CH3:14])[C:9](OC)=[O:10])=[CH:4][CH:3]=1.[CH3:16][NH:17][NH2:18]. (3) Given the product [C:27]([C:26]1[N:20]=[C:17]2[CH:16]=[C:15]([CH2:21][CH2:22][CH3:23])[C:14]([CH2:13][N:9]3[CH:10]=[CH:11][N:12]=[C:8]3[C:6]3[CH:5]=[CH:4][CH:3]=[C:2]([F:1])[N:7]=3)=[N:19][N:18]2[CH:25]=1)([CH3:30])([CH3:29])[CH3:28], predict the reactants needed to synthesize it. The reactants are: [F:1][C:2]1[N:7]=[C:6]([C:8]2[N:9]([CH2:13][C:14]3[N:19]=[N:18][C:17]([NH2:20])=[CH:16][C:15]=3[CH2:21][CH2:22][CH3:23])[CH:10]=[CH:11][N:12]=2)[CH:5]=[CH:4][CH:3]=1.Br[CH2:25][C:26](=O)[C:27]([CH3:30])([CH3:29])[CH3:28]. (4) Given the product [Br:12][C:10]1[C:9]2[C:4](=[CH:5][CH:6]=[CH:7][CH:8]=2)[N:3]=[C:2]([N:14]([CH3:15])[CH3:13])[CH:11]=1, predict the reactants needed to synthesize it. The reactants are: Br[C:2]1[CH:11]=[C:10]([Br:12])[C:9]2[C:4](=[CH:5][CH:6]=[CH:7][CH:8]=2)[N:3]=1.[CH3:13][NH:14][CH3:15].